This data is from Full USPTO retrosynthesis dataset with 1.9M reactions from patents (1976-2016). The task is: Predict the reactants needed to synthesize the given product. (1) Given the product [C:1]([C:5]1[NH:6][C:7]2[C:12]([CH:13]=1)=[CH:11][C:10]([NH2:14])=[C:9]([F:17])[CH:8]=2)([CH3:4])([CH3:2])[CH3:3], predict the reactants needed to synthesize it. The reactants are: [C:1]([C:5]1[NH:6][C:7]2[C:12]([CH:13]=1)=[CH:11][C:10]([N+:14]([O-])=O)=[C:9]([F:17])[CH:8]=2)([CH3:4])([CH3:3])[CH3:2]. (2) Given the product [C:40]1([CH:39]([C:46]2[CH:47]=[CH:48][CH:49]=[CH:50][CH:51]=2)[CH2:38][NH:37][C:16]2[N:15]=[C:14]([N:11]3[CH2:12][CH2:13][C@@H:9]([NH:8][C:55]4[C:56](=[O:60])[C:57](=[O:58])[C:54]=4[O:53][CH3:52])[CH2:10]3)[N:22]=[C:21]3[C:17]=2[N:18]=[CH:19][N:20]3[C@H:23]2[C@H:27]([OH:28])[C@H:26]([OH:29])[C@@H:25]([C:30]3[N:31]=[N:32][N:33]([CH2:35][CH3:36])[N:34]=3)[O:24]2)[CH:41]=[CH:42][CH:43]=[CH:44][CH:45]=1, predict the reactants needed to synthesize it. The reactants are: FC(F)(F)C(O)=O.[NH2:8][C@@H:9]1[CH2:13][CH2:12][N:11]([C:14]2[N:22]=[C:21]3[C:17]([N:18]=[CH:19][N:20]3[C@H:23]3[C@H:27]([OH:28])[C@H:26]([OH:29])[C@@H:25]([C:30]4[N:31]=[N:32][N:33]([CH2:35][CH3:36])[N:34]=4)[O:24]3)=[C:16]([NH:37][CH2:38][CH:39]([C:46]3[CH:51]=[CH:50][CH:49]=[CH:48][CH:47]=3)[C:40]3[CH:45]=[CH:44][CH:43]=[CH:42][CH:41]=3)[N:15]=2)[CH2:10]1.[CH3:52][O:53][C:54]1[C:55](=O)[C:56](=[O:60])[C:57]=1[O:58]C. (3) Given the product [CH:1]1[CH:2]=[C:3]([N:9]2[CH2:14][CH2:13][N:12]([CH2:15][CH2:16][CH2:17][CH2:18][O:19][C:20]3[CH:21]=[CH:22][C:23]4[CH2:30][CH2:29][C:27](=[O:28])[NH:26][C:24]=4[CH:25]=3)[CH2:11][CH2:10]2)[C:4]([Cl:8])=[C:5]([Cl:7])[CH:6]=1.[C:31]([OH:39])(=[O:38])[C:32]1[CH:37]=[CH:36][CH:35]=[N:34][CH:33]=1, predict the reactants needed to synthesize it. The reactants are: [CH:1]1[CH:2]=[C:3]([N:9]2[CH2:14][CH2:13][N:12]([CH2:15][CH2:16][CH2:17][CH2:18][O:19][C:20]3[CH:21]=[CH:22][C:23]4[CH2:30][CH2:29][C:27](=[O:28])[NH:26][C:24]=4[CH:25]=3)[CH2:11][CH2:10]2)[C:4]([Cl:8])=[C:5]([Cl:7])[CH:6]=1.[C:31]([OH:39])(=[O:38])[C:32]1[CH:37]=[CH:36][CH:35]=[N:34][CH:33]=1.C(O)C. (4) Given the product [Br-:1].[Br:11][C:8]1[CH:9]=[C:10]2[C:5]([C:4](=[O:12])[O:3][CH:2]2[P+:19]([C:20]2[CH:21]=[CH:22][CH:23]=[CH:24][CH:25]=2)([C:26]2[CH:31]=[CH:30][CH:29]=[CH:28][CH:27]=2)[C:13]2[CH:14]=[CH:15][CH:16]=[CH:17][CH:18]=2)=[CH:6][CH:7]=1, predict the reactants needed to synthesize it. The reactants are: [Br:1][CH:2]1[C:10]2[C:5](=[CH:6][CH:7]=[C:8]([Br:11])[CH:9]=2)[C:4](=[O:12])[O:3]1.[C:13]1([P:19]([C:26]2[CH:31]=[CH:30][CH:29]=[CH:28][CH:27]=2)[C:20]2[CH:25]=[CH:24][CH:23]=[CH:22][CH:21]=2)[CH:18]=[CH:17][CH:16]=[CH:15][CH:14]=1.